Dataset: Reaction yield outcomes from USPTO patents with 853,638 reactions. Task: Predict the reaction yield, written as a fraction of the theoretical maximum amount of product (1.0 means a 100% yield; for example, 0.34 means a 34% yield). (1) The reactants are [O:1]=[C:2]1[NH:7][C:6]2[CH:8]=[C:9]([CH2:12][N:13]3[CH2:18][CH2:17][N:16]([C:19]4[CH:27]=[CH:26][C:22]([C:23](O)=[O:24])=[CH:21][CH:20]=4)[CH2:15][CH2:14]3)[CH:10]=[N:11][C:5]=2[N:4]2[CH2:28][CH2:29][CH2:30][C@@H:3]12.[CH3:31][NH:32][CH2:33][CH3:34].CN(C(ON1N=NC2C=CC=NC1=2)=[N+](C)C)C.F[P-](F)(F)(F)(F)F.CN1CCOCC1. The catalyst is CN(C=O)C. The product is [CH2:33]([N:32]([CH3:31])[C:23](=[O:24])[C:22]1[CH:21]=[CH:20][C:19]([N:16]2[CH2:15][CH2:14][N:13]([CH2:12][C:9]3[CH:10]=[N:11][C:5]4[N:4]5[CH2:28][CH2:29][CH2:30][C@H:3]5[C:2](=[O:1])[NH:7][C:6]=4[CH:8]=3)[CH2:18][CH2:17]2)=[CH:27][CH:26]=1)[CH3:34]. The yield is 0.170. (2) The reactants are [CH:1]([C:4]1[CH:13]=[C:12]([O:14][CH3:15])[C:11]([N+:16]([O-:18])=[O:17])=[CH:10][C:5]=1[O:6][CH2:7][C:8]#[N:9])([CH3:3])[CH3:2].CC(O[CH:24]([N:28]([CH3:30])C)[N:25](C)C)(C)C.Cl.[NH2:32]C1C=CC=CC=1.C(=O)(O)O.NC(N)=N. The catalyst is CCO.CN1C(=O)CCC1. The product is [CH:1]([C:4]1[CH:13]=[C:12]([O:14][CH3:15])[C:11]([N+:16]([O-:18])=[O:17])=[CH:10][C:5]=1[O:6][C:7]1[C:24]([NH2:25])=[N:28][C:30]([NH2:32])=[N:9][CH:8]=1)([CH3:3])[CH3:2]. The yield is 0.630. (3) The reactants are [SH:1][C:2]1[CH:7]=[CH:6][C:5]([CH2:8][C:9]([OH:11])=[O:10])=[CH:4][CH:3]=1.C(=O)([O-])[O-].[K+].[K+].I[CH2:19][CH3:20].[C:21](OCC)(=O)[CH3:22]. The catalyst is CN(C=O)C.O. The product is [CH2:21]([S:1][C:2]1[CH:3]=[CH:4][C:5]([CH2:8][C:9]([O:11][CH2:19][CH3:20])=[O:10])=[CH:6][CH:7]=1)[CH3:22]. The yield is 0.360. (4) The reactants are [CH2:1]([C:5]1[CH:10]=[CH:9][CH:8]=[CH:7][CH:6]=1)[CH:2]([CH3:4])[CH3:3].[I:11]I. The catalyst is ClCCl.N([O-])=O.[Ag+]. The product is [I:11][C:8]1[CH:9]=[CH:10][C:5]([CH2:1][CH:2]([CH3:4])[CH3:3])=[CH:6][CH:7]=1. The yield is 0.700. (5) The reactants are CC(C)([O-])C.[K+].[Si:7]([O:14][C@@H:15]1[C@H:19]([CH2:20][O:21][Si:22]([C:25]([CH3:28])([CH3:27])[CH3:26])([CH3:24])[CH3:23])[CH2:18][C@@H:17]([O:29][C:30]2[CH:35]=[CH:34][N:33]=[C:32](Cl)[CH:31]=2)[CH2:16]1)([C:10]([CH3:13])([CH3:12])[CH3:11])([CH3:9])[CH3:8].[Cl:37][C:38]1[CH:39]=[C:40]2[C:44](=[CH:45][CH:46]=1)[C@@H:43]([NH2:47])[CH2:42][C:41]2([CH3:49])[CH3:48].CCOC(C)=O. The catalyst is COCCOC. The product is [Si:22]([O:21][C@@H:20]1[C@H:19]([CH2:15][O:14][Si:7]([C:10]([CH3:12])([CH3:11])[CH3:13])([CH3:9])[CH3:8])[CH2:18][C@@H:17]([O:29][C:30]2[CH:35]=[CH:34][N:33]=[C:32]([NH:47][C@@H:43]3[C:44]4[C:40](=[CH:39][C:38]([Cl:37])=[CH:46][CH:45]=4)[C:41]([CH3:49])([CH3:48])[CH2:42]3)[CH:31]=2)[CH2:16]1)([C:25]([CH3:27])([CH3:28])[CH3:26])([CH3:24])[CH3:23]. The yield is 0.180.